Dataset: Peptide-MHC class I binding affinity with 185,985 pairs from IEDB/IMGT. Task: Regression. Given a peptide amino acid sequence and an MHC pseudo amino acid sequence, predict their binding affinity value. This is MHC class I binding data. (1) The peptide sequence is ASDYSQGAF. The MHC is HLA-B51:01 with pseudo-sequence HLA-B51:01. The binding affinity (normalized) is 0.213. (2) The peptide sequence is CTFMIITSTK. The MHC is HLA-A03:01 with pseudo-sequence HLA-A03:01. The binding affinity (normalized) is 0.434. (3) The peptide sequence is QYSGFVRTL. The MHC is HLA-B08:02 with pseudo-sequence HLA-B08:02. The binding affinity (normalized) is 0.0847. (4) The peptide sequence is EMADYIFFV. The MHC is HLA-B58:01 with pseudo-sequence HLA-B58:01. The binding affinity (normalized) is 0.0847. (5) The MHC is HLA-B18:01 with pseudo-sequence HLA-B18:01. The peptide sequence is YYQSGLSIVMP. The binding affinity (normalized) is 0.175. (6) The peptide sequence is GTMYILLKK. The MHC is HLA-A33:01 with pseudo-sequence HLA-A33:01. The binding affinity (normalized) is 0.164.